From a dataset of Reaction yield outcomes from USPTO patents with 853,638 reactions. Predict the reaction yield, written as a fraction of the theoretical maximum amount of product (1.0 means a 100% yield; for example, 0.34 means a 34% yield). (1) The reactants are Cl[C:2]1[C:3]2[C:10](=[CH:11][C:12]3[NH:13][C:14]([CH3:18])=[CH:15][C:16]=3[CH3:17])[C:9](=[O:19])[NH:8][C:4]=2[N:5]=[CH:6][N:7]=1.[Cl:20][C:21]1[CH:22]=[C:23]([NH2:28])[CH:24]=[CH:25][C:26]=1[F:27]. No catalyst specified. The product is [Cl:20][C:21]1[CH:22]=[C:23]([NH:28][C:2]2[C:3]3[C:10](=[CH:11][C:12]4[NH:13][C:14]([CH3:18])=[CH:15][C:16]=4[CH3:17])[C:9](=[O:19])[NH:8][C:4]=3[N:5]=[CH:6][N:7]=2)[CH:24]=[CH:25][C:26]=1[F:27]. The yield is 0.570. (2) The reactants are [CH:1]1[C:2]([C:10]([O:12][CH3:13])=[O:11])=[CH:3][N:4]2[C:9]=1[CH2:8][CH2:7][CH2:6][CH2:5]2.I[CH2:15][C:16]#[N:17].OO. The catalyst is O.O.O.O.O.O.O.S([O-])([O-])(=O)=O.[Fe+2].CS(C)=O. The product is [C:16]([CH2:15][C:3]1[N:4]2[C:9]([CH2:8][CH2:7][CH2:6][CH2:5]2)=[CH:1][C:2]=1[C:10]([O:12][CH3:13])=[O:11])#[N:17]. The yield is 0.780. (3) The reactants are [N:1]1([CH2:7]O)[CH2:6][CH2:5][CH2:4][CH2:3][CH2:2]1.[O:9]1CCC[CH2:10]1.[H-].[Na+].[CH2:16]([Sn:20]([CH2:27][CH2:28][CH2:29][CH3:30])([CH2:23][CH2:24][CH2:25][CH3:26])[CH2:21]I)[CH2:17][CH2:18][CH3:19]. The catalyst is C(OCC)(=O)C.O.CN(C)C=O. The product is [CH2:16]([Sn:20]([CH2:21][O:9][CH2:10][CH2:7][N:1]1[CH2:2][CH2:3][CH2:4][CH2:5][CH2:6]1)([CH2:27][CH2:28][CH2:29][CH3:30])[CH2:23][CH2:24][CH2:25][CH3:26])[CH2:17][CH2:18][CH3:19]. The yield is 0.700. (4) The yield is 0.0800. The reactants are [F:1][C:2]([F:19])([C:6]1[CH:11]=[CH:10][CH:9]=[C:8]([CH2:12][N:13]2[CH2:18][CH2:17][O:16][CH2:15][CH2:14]2)[CH:7]=1)[C:3]([OH:5])=O.Cl.[NH2:21][CH2:22][C:23]1[CH:24]=[C:25]2[C:29](=[CH:30][CH:31]=1)[C:28](=[O:32])[N:27]([CH:33]1[CH2:38][CH2:37][C:36](=[O:39])[NH:35][C:34]1=[O:40])[CH2:26]2.C(N(CC)C(C)C)(C)C.F[P-](F)(F)(F)(F)F.CN(C(N(C)C)=[N+]1C2C(=NC=CC=2)[N+]([O-])=N1)C. The product is [O:40]=[C:34]1[CH:33]([N:27]2[CH2:26][C:25]3[C:29](=[CH:30][CH:31]=[C:23]([CH2:22][NH:21][C:3](=[O:5])[C:2]([F:1])([F:19])[C:6]4[CH:11]=[CH:10][CH:9]=[C:8]([CH2:12][N:13]5[CH2:18][CH2:17][O:16][CH2:15][CH2:14]5)[CH:7]=4)[CH:24]=3)[C:28]2=[O:32])[CH2:38][CH2:37][C:36](=[O:39])[NH:35]1. The catalyst is CN(C)C=O.O. (5) The reactants are [F:1][C:2]1[CH:7]=[C:6]([N:8]2[CH:12]=[CH:11][CH:10]=[N:9]2)[CH:5]=[CH:4][C:3]=1[NH:13][N:14]=[C:15]([C:21](=[O:24])[CH2:22][CH3:23])[C:16](=[O:20])[CH2:17][O:18][CH3:19].CO[CH:27](OC)[N:28]([CH3:30])[CH3:29].[CH3:33]N(C)C(=O)C. No catalyst specified. The product is [CH3:30][N:28]([CH3:29])[CH:27]=[C:22]([CH3:23])[C:21]([C:15]1[C:16](=[O:20])[C:17]([O:18][CH3:19])=[CH:33][N:13]([C:3]2[CH:4]=[CH:5][C:6]([N:8]3[CH:12]=[CH:11][CH:10]=[N:9]3)=[CH:7][C:2]=2[F:1])[N:14]=1)=[O:24]. The yield is 0.620. (6) The reactants are [Cl:1][C:2]1[C:7]([C:8]([OH:10])=[O:9])=[CH:6][N:5]=[CH:4][CH:3]=1.[CH2:11](O)[CH3:12].CCN(C(C)C)C(C)C. The catalyst is S(Cl)(Cl)=O. The product is [Cl:1][C:2]1[C:7]([C:8]([O:10][CH2:11][CH3:12])=[O:9])=[CH:6][N:5]=[CH:4][CH:3]=1. The yield is 0.940.